The task is: Predict the reactants needed to synthesize the given product.. This data is from Full USPTO retrosynthesis dataset with 1.9M reactions from patents (1976-2016). (1) Given the product [C:22]([O:21][C:19]([NH:18][C:16]1[C:15]([F:26])=[CH:14][C:13]([F:27])=[C:12]([N:9]2[C:10]3[C:5](=[CH:4][CH:3]=[C:2]([C:35]4[C:31]([CH3:30])=[N:32][O:33][C:34]=4[CH3:45])[CH:11]=3)[C:6](=[O:29])[CH:7]=[C:8]2[CH3:28])[CH:17]=1)=[O:20])([CH3:23])([CH3:24])[CH3:25], predict the reactants needed to synthesize it. The reactants are: Br[C:2]1[CH:11]=[C:10]2[C:5]([C:6](=[O:29])[CH:7]=[C:8]([CH3:28])[N:9]2[C:12]2[CH:17]=[C:16]([NH:18][C:19]([O:21][C:22]([CH3:25])([CH3:24])[CH3:23])=[O:20])[C:15]([F:26])=[CH:14][C:13]=2[F:27])=[CH:4][CH:3]=1.[CH3:30][C:31]1[C:35](B2OC(C)(C)C(C)(C)O2)=[C:34]([CH3:45])[O:33][N:32]=1.C(=O)(O)[O-].[Na+].C1(P(C2C=CC=CC=2)C2C=CC=CC=2)C=CC=CC=1. (2) Given the product [Br:62][C:58]1[CH:57]=[C:56]([CH2:55][CH:54]([OH:63])[CH:53]([NH:52][C:15]([C:13]2[O:12][N:11]=[C:10]([C:7]3[CH:6]=[CH:5][C:4]([O:3][C:2]([F:1])([F:19])[F:18])=[CH:9][CH:8]=3)[N:14]=2)=[O:17])[CH3:64])[CH:61]=[CH:60][CH:59]=1, predict the reactants needed to synthesize it. The reactants are: [F:1][C:2]([F:19])([F:18])[O:3][C:4]1[CH:9]=[CH:8][C:7]([C:10]2[N:14]=[C:13]([C:15]([O-:17])=O)[O:12][N:11]=2)=[CH:6][CH:5]=1.[Na+].CCN(C(C)C)C(C)C.CCN=C=NCCCN(C)C.Cl.C1C=CC2N(O)N=NC=2C=1.[NH2:52][CH:53]([CH3:64])[CH:54]([OH:63])[CH2:55][C:56]1[CH:61]=[CH:60][CH:59]=[C:58]([Br:62])[CH:57]=1. (3) Given the product [F:10][C:11]1[CH:12]=[CH:13][C:14]([CH2:15][O:16][C:17]2[CH:22]=[CH:21][CH:20]=[CH:19][C:18]=2[C:23]2[N:24]([C:29]3[CH:30]=[C:31]([S:35]([NH:38][C:1]([C:2]4[CH:7]=[CH:6][CH:5]=[CH:4][CH:3]=4)=[O:8])(=[O:36])=[O:37])[CH:32]=[CH:33][CH:34]=3)[C:25]([CH3:28])=[CH:26][CH:27]=2)=[CH:39][CH:40]=1, predict the reactants needed to synthesize it. The reactants are: [C:1](Cl)(=[O:8])[C:2]1[CH:7]=[CH:6][CH:5]=[CH:4][CH:3]=1.[F:10][C:11]1[CH:40]=[CH:39][C:14]([CH2:15][O:16][C:17]2[CH:22]=[CH:21][CH:20]=[CH:19][C:18]=2[C:23]2[N:24]([C:29]3[CH:30]=[C:31]([S:35]([NH2:38])(=[O:37])=[O:36])[CH:32]=[CH:33][CH:34]=3)[C:25]([CH3:28])=[CH:26][CH:27]=2)=[CH:13][CH:12]=1.C(N(CC)CC)C.